This data is from Forward reaction prediction with 1.9M reactions from USPTO patents (1976-2016). The task is: Predict the product of the given reaction. (1) Given the reactants [C:1]([C:3]1[CH:8]=[CH:7][CH:6]=[CH:5][C:4]=1[S:9]([Cl:12])(=[O:11])=[O:10])#[N:2].[NH:13]1[CH2:18][CH2:17][O:16][CH2:15][CH2:14]1.Cl.NCC1C=CC=CC=1S(NCC)(=O)=O, predict the reaction product. The product is: [ClH:12].[O:16]1[CH2:17][CH2:18][N:13]([S:9]([C:4]2[CH:5]=[CH:6][CH:7]=[CH:8][C:3]=2[CH2:1][NH2:2])(=[O:11])=[O:10])[CH2:14][CH2:15]1. (2) Given the reactants [NH2:1][C:2]1[S:3][C:4]([C:10]2[CH:15]=[CH:14][C:13]([C:16]([OH:19])([CH3:18])[CH3:17])=[CH:12][C:11]=2[F:20])=[CH:5][C:6]=1[C:7]([NH2:9])=[O:8].Cl[C:22]1[N:27]=[CH:26][C:25]([CH:28]([OH:33])[C:29]([F:32])([F:31])[F:30])=[CH:24][CH:23]=1, predict the reaction product. The product is: [F:20][C:11]1[CH:12]=[C:13]([C:16]([OH:19])([CH3:17])[CH3:18])[CH:14]=[CH:15][C:10]=1[C:4]1[S:3][C:2]([NH:1][C:22]2[CH:23]=[CH:24][C:25]([CH:28]([OH:33])[C:29]([F:32])([F:31])[F:30])=[CH:26][N:27]=2)=[C:6]([C:7]([NH2:9])=[O:8])[CH:5]=1. (3) Given the reactants [CH3:1][N:2]([CH3:16])[S:3]([C:6]1[CH:7]=[C:8]2[C:12](=[CH:13][CH:14]=1)[NH:11][C:10](=[O:15])[CH2:9]2)(=[O:5])=[O:4].[NH:17]1[C:25]2[C:20](=[CH:21][CH:22]=[CH:23][CH:24]=2)[C:19]([CH:26]=O)=[CH:18]1, predict the reaction product. The product is: [CH3:1][N:2]([CH3:16])[S:3]([C:6]1[CH:7]=[C:8]2[C:12](=[CH:13][CH:14]=1)[NH:11][C:10](=[O:15])[C:9]2=[CH:26][C:19]1[C:20]2[C:25](=[CH:24][CH:23]=[CH:22][CH:21]=2)[NH:17][CH:18]=1)(=[O:5])=[O:4]. (4) Given the reactants COC(=O)[C:4]1[CH:9]=[CH:8][CH:7]=[C:6]([CH2:10][O:11][C:12]2[CH:17]=[CH:16][C:15]([C:18]3[CH:23]=[C:22]([F:24])[C:21]([F:25])=[CH:20][C:19]=3[CH3:26])=[CH:14][CH:13]=2)[C:5]=1[NH:27][N:28]([C:30]([O:32]C(C)(C)C)=O)[CH3:29], predict the reaction product. The product is: [F:25][C:21]1[C:22]([F:24])=[CH:23][C:18]([C:15]2[CH:16]=[CH:17][C:12]([O:11][CH2:10][C:6]3[CH:7]=[CH:8][CH:9]=[C:4]4[C:5]=3[NH:27][N:28]([CH3:29])[C:30]4=[O:32])=[CH:13][CH:14]=2)=[C:19]([CH3:26])[CH:20]=1. (5) Given the reactants [CH2:1]([NH2:3])[CH3:2].[C:4]([NH:11][CH2:12][CH2:13][CH2:14][C:15]([OH:17])=O)([O:6][C:7]([CH3:10])([CH3:9])[CH3:8])=[O:5], predict the reaction product. The product is: [C:7]([O:6][C:4](=[O:5])[NH:11][CH2:12][CH2:13][CH2:14][C:15](=[O:17])[NH:3][CH2:1][CH3:2])([CH3:8])([CH3:9])[CH3:10]. (6) Given the reactants [F:1][C:2]1[CH:3]=[C:4]([N:12]2[CH2:16][CH:15]([CH2:17][NH:18][C:19](=[O:21])[CH3:20])[O:14][C:13]2=[O:22])[CH:5]=[CH:6][C:7]=1[Sn](C)(C)C.Br[C:24]1[CH:25]=[N:26][C:27]([C:30]2[CH2:34][CH:33]([CH2:35][OH:36])[O:32][N:31]=2)=[N:28][CH:29]=1.O1C=CC=C1P(C1OC=CC=1)C1OC=CC=1, predict the reaction product. The product is: [F:1][C:2]1[CH:3]=[C:4]([N:12]2[CH2:16][C@H:15]([CH2:17][NH:18][C:19](=[O:21])[CH3:20])[O:14][C:13]2=[O:22])[CH:5]=[CH:6][C:7]=1[C:24]1[CH:25]=[N:26][C:27]([C:30]2[CH2:34][CH:33]([CH2:35][OH:36])[O:32][N:31]=2)=[N:28][CH:29]=1.